This data is from Peptide-MHC class I binding affinity with 185,985 pairs from IEDB/IMGT. The task is: Regression. Given a peptide amino acid sequence and an MHC pseudo amino acid sequence, predict their binding affinity value. This is MHC class I binding data. The peptide sequence is TPQDLNTML. The MHC is HLA-B07:02 with pseudo-sequence HLA-B07:02. The binding affinity (normalized) is 0.337.